Dataset: TCR-epitope binding with 47,182 pairs between 192 epitopes and 23,139 TCRs. Task: Binary Classification. Given a T-cell receptor sequence (or CDR3 region) and an epitope sequence, predict whether binding occurs between them. (1) The epitope is FLRGRAYGL. Result: 0 (the TCR does not bind to the epitope). The TCR CDR3 sequence is CASRASTGSGNTIYF. (2) The epitope is FVDGVPFVV. The TCR CDR3 sequence is CATSDFGEGTDTQYF. Result: 0 (the TCR does not bind to the epitope). (3) The epitope is QARQMVQAMRTIGTHP. The TCR CDR3 sequence is CSARGTGYNEQFF. Result: 1 (the TCR binds to the epitope). (4) The TCR CDR3 sequence is CSVVRTDTQYF. The epitope is FLNGSCGSV. Result: 0 (the TCR does not bind to the epitope). (5) The epitope is QASQEVKNW. The TCR CDR3 sequence is CASSSQGYGGAQHF. Result: 1 (the TCR binds to the epitope). (6) The epitope is LLQTGIHVRVSQPSL. The TCR CDR3 sequence is CASSYSPHRVVGQETYEQYF. Result: 1 (the TCR binds to the epitope). (7) The epitope is LLWNGPMAV. The TCR CDR3 sequence is CASSWTGTSERFF. Result: 1 (the TCR binds to the epitope). (8) The epitope is QVPLRPMTYK. The TCR CDR3 sequence is CASSLIRDNQRKGNTEAFF. Result: 0 (the TCR does not bind to the epitope).